Dataset: NCI-60 drug combinations with 297,098 pairs across 59 cell lines. Task: Regression. Given two drug SMILES strings and cell line genomic features, predict the synergy score measuring deviation from expected non-interaction effect. (1) Drug 1: C1CCN(CC1)CCOC2=CC=C(C=C2)C(=O)C3=C(SC4=C3C=CC(=C4)O)C5=CC=C(C=C5)O. Drug 2: C1=CC=C(C(=C1)C(C2=CC=C(C=C2)Cl)C(Cl)Cl)Cl. Cell line: NCI-H460. Synergy scores: CSS=-1.12, Synergy_ZIP=1.29, Synergy_Bliss=1.32, Synergy_Loewe=-1.48, Synergy_HSA=-1.93. (2) Drug 1: C#CCC(CC1=CN=C2C(=N1)C(=NC(=N2)N)N)C3=CC=C(C=C3)C(=O)NC(CCC(=O)O)C(=O)O. Drug 2: C(CN)CNCCSP(=O)(O)O. Cell line: SF-539. Synergy scores: CSS=1.50, Synergy_ZIP=-1.18, Synergy_Bliss=-5.60, Synergy_Loewe=-5.34, Synergy_HSA=-6.61. (3) Drug 1: CC1=C2C(C(=O)C3(C(CC4C(C3C(C(C2(C)C)(CC1OC(=O)C(C(C5=CC=CC=C5)NC(=O)OC(C)(C)C)O)O)OC(=O)C6=CC=CC=C6)(CO4)OC(=O)C)O)C)O. Drug 2: C(=O)(N)NO. Cell line: CCRF-CEM. Synergy scores: CSS=16.3, Synergy_ZIP=7.25, Synergy_Bliss=13.1, Synergy_Loewe=3.56, Synergy_HSA=5.17. (4) Drug 1: CC12CCC3C(C1CCC2=O)CC(=C)C4=CC(=O)C=CC34C. Drug 2: C1CNP(=O)(OC1)N(CCCl)CCCl. Cell line: SR. Synergy scores: CSS=35.8, Synergy_ZIP=-0.266, Synergy_Bliss=-0.725, Synergy_Loewe=-29.1, Synergy_HSA=-0.735. (5) Drug 1: CC=C1C(=O)NC(C(=O)OC2CC(=O)NC(C(=O)NC(CSSCCC=C2)C(=O)N1)C(C)C)C(C)C. Drug 2: C1CNP(=O)(OC1)N(CCCl)CCCl. Cell line: A549. Synergy scores: CSS=64.6, Synergy_ZIP=3.44, Synergy_Bliss=0.0769, Synergy_Loewe=-52.2, Synergy_HSA=-1.23. (6) Drug 1: C1=C(C(=O)NC(=O)N1)F. Drug 2: CC1C(C(=O)NC(C(=O)N2CCCC2C(=O)N(CC(=O)N(C(C(=O)O1)C(C)C)C)C)C(C)C)NC(=O)C3=C4C(=C(C=C3)C)OC5=C(C(=O)C(=C(C5=N4)C(=O)NC6C(OC(=O)C(N(C(=O)CN(C(=O)C7CCCN7C(=O)C(NC6=O)C(C)C)C)C)C(C)C)C)N)C. Cell line: NCI-H226. Synergy scores: CSS=20.8, Synergy_ZIP=12.6, Synergy_Bliss=8.47, Synergy_Loewe=8.36, Synergy_HSA=8.37. (7) Drug 1: C1CN(CCN1C(=O)CCBr)C(=O)CCBr. Drug 2: CC1C(C(CC(O1)OC2CC(CC3=C2C(=C4C(=C3O)C(=O)C5=CC=CC=C5C4=O)O)(C(=O)C)O)N)O. Cell line: HCC-2998. Synergy scores: CSS=60.4, Synergy_ZIP=-3.87, Synergy_Bliss=-1.76, Synergy_Loewe=-38.1, Synergy_HSA=-1.71. (8) Drug 1: CC1=C(C=C(C=C1)C(=O)NC2=CC(=CC(=C2)C(F)(F)F)N3C=C(N=C3)C)NC4=NC=CC(=N4)C5=CN=CC=C5. Drug 2: CC(C)CN1C=NC2=C1C3=CC=CC=C3N=C2N. Cell line: HCT-15. Synergy scores: CSS=-3.35, Synergy_ZIP=3.27, Synergy_Bliss=0.421, Synergy_Loewe=-0.669, Synergy_HSA=-4.84. (9) Drug 2: CC1=C(C(=CC=C1)Cl)NC(=O)C2=CN=C(S2)NC3=CC(=NC(=N3)C)N4CCN(CC4)CCO. Drug 1: CN1C(=O)N2C=NC(=C2N=N1)C(=O)N. Synergy scores: CSS=-2.92, Synergy_ZIP=-0.925, Synergy_Bliss=-4.35, Synergy_Loewe=-6.68, Synergy_HSA=-6.45. Cell line: 786-0. (10) Drug 1: CC1=C(C(=CC=C1)Cl)NC(=O)C2=CN=C(S2)NC3=CC(=NC(=N3)C)N4CCN(CC4)CCO. Drug 2: CN(CC1=CN=C2C(=N1)C(=NC(=N2)N)N)C3=CC=C(C=C3)C(=O)NC(CCC(=O)O)C(=O)O. Cell line: NCI-H322M. Synergy scores: CSS=24.4, Synergy_ZIP=-1.14, Synergy_Bliss=-1.27, Synergy_Loewe=-18.8, Synergy_HSA=-2.16.